From a dataset of Full USPTO retrosynthesis dataset with 1.9M reactions from patents (1976-2016). Predict the reactants needed to synthesize the given product. (1) Given the product [C:37]([O:36][C:34]([N:9]1[CH2:10][CH2:11][C:12]2[C:2]([N:1]=[CH:46][C:45]3[S:41][CH:42]=[N:43][CH:44]=3)=[C:3]([Cl:19])[CH:4]=[CH:5][C:6]=2[CH2:7][CH2:8]1)=[O:35])([CH3:38])([CH3:39])[CH3:40], predict the reactants needed to synthesize it. The reactants are: [NH2:1][C:2]1[C:12]2[CH2:11][CH2:10][N:9](C(=O)C(F)(F)F)[CH2:8][CH2:7][C:6]=2[CH:5]=[CH:4][C:3]=1[Cl:19].N.C([O-])(O)=O.[Na+].[C:37]([O:36][C:34](O[C:34]([O:36][C:37]([CH3:40])([CH3:39])[CH3:38])=[O:35])=[O:35])([CH3:40])([CH3:39])[CH3:38].[S:41]1[C:45]([CH:46]=O)=[CH:44][N:43]=[CH:42]1.C(O)(=O)C.C(O[BH-](OC(=O)C)OC(=O)C)(=O)C.[Na+]. (2) Given the product [NH2:1][C:2]1[CH:25]=[CH:24][C:5]([O:6][C:7]2[C:16]3[C:11](=[CH:12][C:13]([O:19][CH2:20][C@H:21]([OH:22])[CH2:23][N:29]([CH2:30][CH3:31])[CH2:27][CH3:28])=[C:14]([C:17]#[N:18])[CH:15]=3)[N:10]=[CH:9][CH:8]=2)=[CH:4][C:3]=1[Cl:26], predict the reactants needed to synthesize it. The reactants are: [NH2:1][C:2]1[CH:25]=[CH:24][C:5]([O:6][C:7]2[C:16]3[C:11](=[CH:12][C:13]([O:19][CH2:20][C@H:21]4[CH2:23][O:22]4)=[C:14]([C:17]#[N:18])[CH:15]=3)[N:10]=[CH:9][CH:8]=2)=[CH:4][C:3]=1[Cl:26].[CH2:27]([NH:29][CH2:30][CH3:31])[CH3:28]. (3) Given the product [NH:8]1[CH2:11][CH:10]([NH:12][S:13]([CH3:16])(=[O:15])=[O:14])[CH2:9]1, predict the reactants needed to synthesize it. The reactants are: C1(C(C2C=CC=CC=2)[N:8]2[CH2:11][CH:10]([NH:12][S:13]([CH3:16])(=[O:15])=[O:14])[CH2:9]2)C=CC=CC=1.Cl.O1CCOCC1.[H][H]. (4) Given the product [O:29]1[CH2:30][CH2:31][CH:27]([O:1][C:2]2[CH:3]=[CH:4][C:5]([CH2:8][C:9]([NH:11][C@@H:12]([C:14]3[CH:19]=[CH:18][C:17]([NH:20][CH2:21][C:22]([F:25])([F:23])[F:24])=[CH:16][N:15]=3)[CH3:13])=[O:10])=[CH:6][CH:7]=2)[CH2:28]1, predict the reactants needed to synthesize it. The reactants are: [OH:1][C:2]1[CH:7]=[CH:6][C:5]([CH2:8][C:9]([NH:11][C@@H:12]([C:14]2[CH:19]=[CH:18][C:17]([NH:20][CH2:21][C:22]([F:25])([F:24])[F:23])=[CH:16][N:15]=2)[CH3:13])=[O:10])=[CH:4][CH:3]=1.O[CH:27]1[CH2:31][CH2:30][O:29][CH2:28]1.N(C(OC(C)(C)C)=O)=NC(OC(C)(C)C)=O.C1(P(C2C=CC=CC=2)C2C=CC=CC=2)C=CC=CC=1. (5) Given the product [CH:12]([C:15]1[N:19]=[C:18]([N:20]2[CH2:25][CH2:24][CH:23]([CH2:26][CH2:27][CH2:28][O:1][C:2]3[CH:3]=[CH:4][C:5]([C:8]([O:10][CH3:11])=[O:9])=[N:6][CH:7]=3)[CH2:22][CH2:21]2)[O:17][N:16]=1)([CH3:14])[CH3:13], predict the reactants needed to synthesize it. The reactants are: [OH:1][C:2]1[CH:3]=[CH:4][C:5]([C:8]([O:10][CH3:11])=[O:9])=[N:6][CH:7]=1.[CH:12]([C:15]1[N:19]=[C:18]([N:20]2[CH2:25][CH2:24][CH:23]([CH2:26][CH2:27][CH2:28]O)[CH2:22][CH2:21]2)[O:17][N:16]=1)([CH3:14])[CH3:13].C1(P(C2C=CC=CC=2)C2C=CC=CC=2)C=CC=CC=1.N(C(OC(C)C)=O)=NC(OC(C)C)=O.